This data is from Catalyst prediction with 721,799 reactions and 888 catalyst types from USPTO. The task is: Predict which catalyst facilitates the given reaction. Reactant: C(=O)([O-])[O-].[Na+].[Na+].Br[C:8]1[CH:9]=[C:10]2[C:15](=[CH:16][CH:17]=1)[CH:14]=[C:13]([OH:18])[CH:12]=[CH:11]2.[F:19][C:20]1[CH:25]=[CH:24][C:23](B(O)O)=[CH:22][CH:21]=1.Cl. Product: [F:19][C:20]1[CH:25]=[CH:24][C:23]([C:8]2[CH:9]=[C:10]3[C:15](=[CH:16][CH:17]=2)[CH:14]=[C:13]([OH:18])[CH:12]=[CH:11]3)=[CH:22][CH:21]=1. The catalyst class is: 203.